The task is: Regression. Given a peptide amino acid sequence and an MHC pseudo amino acid sequence, predict their binding affinity value. This is MHC class II binding data.. This data is from Peptide-MHC class II binding affinity with 134,281 pairs from IEDB. (1) The peptide sequence is IIIDSKDTERQLAAM. The MHC is DRB1_1101 with pseudo-sequence DRB1_1101. The binding affinity (normalized) is 0. (2) The binding affinity (normalized) is 0.662. The MHC is DRB1_0405 with pseudo-sequence DRB1_0405. The peptide sequence is LLKILVLSILSSPTK. (3) The peptide sequence is TNLKVQLIRMAEAEM. The binding affinity (normalized) is 0.628. The MHC is DRB1_0901 with pseudo-sequence DRB1_0901. (4) The peptide sequence is DYLILKNLTGLVSAG. The MHC is DRB1_0701 with pseudo-sequence DRB1_0701. The binding affinity (normalized) is 0.459. (5) The peptide sequence is IISTFHLSIPNFNQY. The MHC is H-2-IAb with pseudo-sequence H-2-IAb. The binding affinity (normalized) is 0.398. (6) The peptide sequence is VIPDGFKLTGKTLIL. The MHC is DRB1_0101 with pseudo-sequence DRB1_0101. The binding affinity (normalized) is 0.887. (7) The peptide sequence is VATLSEALRIIAGTLEVHAV. The binding affinity (normalized) is 0.456. The MHC is DRB1_1101 with pseudo-sequence DRB1_1101.